From a dataset of Catalyst prediction with 721,799 reactions and 888 catalyst types from USPTO. Predict which catalyst facilitates the given reaction. (1) Reactant: [CH2:1]([SH:4])[CH2:2][CH3:3].[H-].[Na+].[CH2:7]([O:9][C:10]([N:12]1[CH2:17][CH2:16][N:15]([C:18](=[O:45])[C@@H:19]([NH:29][C:30]([C:32]2[CH:37]=[C:36](Cl)[N:35]=[C:34]([C:39]3[CH:44]=[CH:43][CH:42]=[CH:41][CH:40]=3)[N:33]=2)=[O:31])[CH2:20][CH2:21][C:22]([O:24][C:25]([CH3:28])([CH3:27])[CH3:26])=[O:23])[CH2:14][CH2:13]1)=[O:11])[CH3:8].C([O-])(O)=O.[Na+]. Product: [CH2:7]([O:9][C:10]([N:12]1[CH2:17][CH2:16][N:15]([C:18](=[O:45])[C@@H:19]([NH:29][C:30]([C:32]2[CH:37]=[C:36]([S:4][CH2:1][CH2:2][CH3:3])[N:35]=[C:34]([C:39]3[CH:44]=[CH:43][CH:42]=[CH:41][CH:40]=3)[N:33]=2)=[O:31])[CH2:20][CH2:21][C:22]([O:24][C:25]([CH3:28])([CH3:27])[CH3:26])=[O:23])[CH2:14][CH2:13]1)=[O:11])[CH3:8]. The catalyst class is: 3. (2) Reactant: C[O:2][C:3]([C:5]1([CH2:10][CH2:11][NH:12][C:13]([O:15][C:16]([CH3:19])([CH3:18])[CH3:17])=[O:14])[CH2:9][CH2:8][CH2:7][CH2:6]1)=[O:4].[Li+].[OH-]. Product: [CH3:18][C:16]([CH3:19])([O:15][C:13]([NH:12][CH2:11][CH2:10][C:5]1([C:3]([OH:4])=[O:2])[CH2:6][CH2:7][CH2:8][CH2:9]1)=[O:14])[CH3:17]. The catalyst class is: 87. (3) Reactant: [CH2:1]([N:3]([CH2:8][CH3:9])[CH2:4][CH2:5][CH2:6][NH2:7])[CH3:2].Cl[C:11]1[C:12]2[C:17]([N:18]=[C:19]3[C:24]=1[CH:23]=[CH:22][CH:21]=[CH:20]3)=[CH:16][CH:15]=[CH:14][CH:13]=2. Product: [CH2:1]([N:3]([CH2:8][CH3:9])[CH2:4][CH2:5][CH2:6][NH:7][C:11]1[C:12]2[C:17]([N:18]=[C:19]3[C:24]=1[CH:23]=[CH:22][CH:21]=[CH:20]3)=[CH:16][CH:15]=[CH:14][CH:13]=2)[CH3:2]. The catalyst class is: 9. (4) Product: [N:25]1[C:34]2[C:29](=[CH:30][CH:31]=[CH:32][CH:33]=2)[N:28]=[CH:27][C:26]=1[C:35]([NH:1][C:2]1[CH:7]=[CH:6][C:5]([N:8]2[C:14](=[O:15])[CH2:13][C:12](=[O:16])[NH:11][C:10]3[C:17]4[C:22]([CH:23]=[CH:24][C:9]2=3)=[CH:21][CH:20]=[CH:19][CH:18]=4)=[CH:4][CH:3]=1)=[O:36]. Reactant: [NH2:1][C:2]1[CH:7]=[CH:6][C:5]([N:8]2[C:14](=[O:15])[CH2:13][C:12](=[O:16])[NH:11][C:10]3[C:17]4[C:22]([CH:23]=[CH:24][C:9]2=3)=[CH:21][CH:20]=[CH:19][CH:18]=4)=[CH:4][CH:3]=1.[N:25]1[C:34]2[C:29](=[CH:30][CH:31]=[CH:32][CH:33]=2)[N:28]=[CH:27][C:26]=1[C:35](O)=[O:36].F[P-](F)(F)(F)(F)F.N1(OC(N(C)C)=[N+](C)C)C2C=CC=CC=2N=N1.C(N(CC)CC)C. The catalyst class is: 3. (5) Reactant: [Br:1][C:2]1[CH:7]=[CH:6][C:5](I)=[C:4]([Cl:9])[C:3]=1[Cl:10].[Li]CCCC.[F:16][C:17]([F:25])([F:24])[C:18](N(OC)C)=[O:19]. Product: [Br:1][C:2]1[CH:7]=[CH:6][C:5]([C:18](=[O:19])[C:17]([F:25])([F:24])[F:16])=[C:4]([Cl:9])[C:3]=1[Cl:10]. The catalyst class is: 1. (6) Reactant: [Cl:1][C:2]1[N:7]=[CH:6][C:5]([CH2:8][C:9]([O:11]C(C)(C)C)=O)=[CH:4][C:3]=1[F:16].C(O)(C(F)(F)F)=O.[NH2:24][C:25]1[N:30]=[CH:29][C:28]([N:31]2[CH2:36][CH2:35][N:34]([C:37](=[O:39])[CH3:38])[CH2:33][CH2:32]2)=[CH:27][CH:26]=1.CCN(C(C)C)C(C)C.F[P-](F)(F)(F)(F)F.N1(OC(N(C)C)=[N+](C)C)C2N=CC=CC=2N=N1. Product: [C:37]([N:34]1[CH2:33][CH2:32][N:31]([C:28]2[CH:27]=[CH:26][C:25]([NH:24][C:9](=[O:11])[CH2:8][C:5]3[CH:6]=[N:7][C:2]([Cl:1])=[C:3]([F:16])[CH:4]=3)=[N:30][CH:29]=2)[CH2:36][CH2:35]1)(=[O:39])[CH3:38]. The catalyst class is: 2. (7) Reactant: [F:1][C:2]([F:20])([F:19])[C:3]1[CH:4]=[C:5]([C:9]2[CH:17]=[CH:16][CH:15]=[C:14]3[C:10]=2[CH2:11][C:12](=[O:18])[NH:13]3)[CH:6]=[CH:7][CH:8]=1.[N:21]1([CH2:26][CH2:27][NH:28][C:29]([C:31]2[C:35]([CH3:36])=[C:34]([CH:37]=O)[NH:33][C:32]=2[CH3:39])=[O:30])[CH:25]=[CH:24][N:23]=[N:22]1. Product: [N:21]1([CH2:26][CH2:27][NH:28][C:29]([C:31]2[C:35]([CH3:36])=[C:34]([CH:37]=[C:11]3[C:10]4[C:14](=[CH:15][CH:16]=[CH:17][C:9]=4[C:5]4[CH:6]=[CH:7][CH:8]=[C:3]([C:2]([F:1])([F:19])[F:20])[CH:4]=4)[NH:13][C:12]3=[O:18])[NH:33][C:32]=2[CH3:39])=[O:30])[CH:25]=[CH:24][N:23]=[N:22]1. The catalyst class is: 360. (8) Reactant: [C:1]([NH:5][C:6](=[O:24])[C:7]1[CH:12]=[CH:11][CH:10]=[C:9]([O:13][C:14]2[CH:19]=[CH:18][C:17]([N+:20]([O-])=O)=[CH:16][C:15]=2[Cl:23])[CH:8]=1)([CH3:4])([CH3:3])[CH3:2].[Cl-].[Ca+2].[Cl-].C(O)C. Product: [NH2:20][C:17]1[CH:18]=[CH:19][C:14]([O:13][C:9]2[CH:8]=[C:7]([CH:12]=[CH:11][CH:10]=2)[C:6]([NH:5][C:1]([CH3:4])([CH3:3])[CH3:2])=[O:24])=[C:15]([Cl:23])[CH:16]=1. The catalyst class is: 6. (9) Reactant: [Na].Br.Br[CH2:4][CH2:5][NH2:6].[Cl:7][C:8]1[CH:13]=[CH:12][C:11]([SH:14])=[CH:10][CH:9]=1. Product: [Cl:7][C:8]1[CH:13]=[CH:12][C:11]([S:14][CH2:4][CH2:5][NH2:6])=[CH:10][CH:9]=1. The catalyst class is: 8. (10) Reactant: [OH:1][C:2]1[N:3]=[C:4]2[CH:14]=[C:13]([O:15][CH2:16][C:17]3[S:18][CH:19]=[C:20]([CH:22]([CH3:24])[CH3:23])[N:21]=3)[CH:12]=[CH:11][N:5]2[C:6](=[O:10])[C:7]=1[CH:8]=O.CN(C)C=O.[C:30]([O:34][C:35]([CH:37]=P(C1C=CC=CC=1)(C1C=CC=CC=1)C1C=CC=CC=1)=[O:36])([CH3:33])([CH3:32])[CH3:31]. Product: [OH:1][C:2]1[N:3]=[C:4]2[CH:14]=[C:13]([O:15][CH2:16][C:17]3[S:18][CH:19]=[C:20]([CH:22]([CH3:24])[CH3:23])[N:21]=3)[CH:12]=[CH:11][N:5]2[C:6](=[O:10])[C:7]=1/[CH:8]=[CH:37]/[C:35]([O:34][C:30]([CH3:31])([CH3:32])[CH3:33])=[O:36]. The catalyst class is: 7.